This data is from Forward reaction prediction with 1.9M reactions from USPTO patents (1976-2016). The task is: Predict the product of the given reaction. Given the reactants [N:1]1[CH:6]=[CH:5][C:4]([NH:7][C:8](=[O:20])[C:9]([C:11]2[C:19]3[C:14](=[CH:15][CH:16]=[CH:17][CH:18]=3)[NH:13][CH:12]=2)=[O:10])=[CH:3][CH:2]=1.[N+:21]([C:24]1[CH:31]=[CH:30][C:27]([CH2:28]Cl)=[CH:26][CH:25]=1)([O-:23])=[O:22], predict the reaction product. The product is: [N:1]1[CH:2]=[CH:3][C:4]([NH:7][C:8](=[O:20])[C:9]([C:11]2[C:19]3[C:14](=[CH:15][CH:16]=[CH:17][CH:18]=3)[N:13]([CH2:28][C:27]3[CH:30]=[CH:31][C:24]([N+:21]([O-:23])=[O:22])=[CH:25][CH:26]=3)[CH:12]=2)=[O:10])=[CH:5][CH:6]=1.